This data is from Catalyst prediction with 721,799 reactions and 888 catalyst types from USPTO. The task is: Predict which catalyst facilitates the given reaction. (1) Reactant: C(N(C(C)C)CC)(C)C.[F:10]C(F)(S(F)(=O)=O)C(F)(F)C(F)(F)C(F)(F)F.F.F.F.C(N(CC)CC)C.O[CH2:38][CH2:39][CH2:40][O:41][C:42]1[CH:47]=[CH:46][C:45]([C:48]2[C:58]([CH2:59][C:60]([N:62]([CH2:65][CH3:66])[CH2:63][CH3:64])=[O:61])=[C:51]3[N:52]=[C:53]([CH3:57])[CH:54]=[C:55]([CH3:56])[N:50]3[N:49]=2)=[CH:44][CH:43]=1. Product: [F:10][CH2:38][CH2:39][CH2:40][O:41][C:42]1[CH:47]=[CH:46][C:45]([C:48]2[C:58]([CH2:59][C:60]([N:62]([CH2:65][CH3:66])[CH2:63][CH3:64])=[O:61])=[C:51]3[N:52]=[C:53]([CH3:57])[CH:54]=[C:55]([CH3:56])[N:50]3[N:49]=2)=[CH:44][CH:43]=1. The catalyst class is: 10. (2) Reactant: [F:1][C:2]([F:52])([F:51])[C:3]1[CH:4]=[C:5]([CH:44]=[C:45]([C:47]([F:50])([F:49])[F:48])[CH:46]=1)[CH2:6][N:7]([CH2:21][C:22]1[CH:27]=[C:26]([C:28]([F:31])([F:30])[F:29])[CH:25]=[C:24]([CH3:32])[C:23]=1[C:33]1[CH:38]=[C:37]([CH:39]([CH3:41])[CH3:40])[CH:36]=[CH:35][C:34]=1[O:42][CH3:43])[C:8]1[N:13]=[CH:12][C:11]([O:14][CH2:15][CH2:16][CH2:17][C:18]([OH:20])=[O:19])=[CH:10][N:9]=1.[OH-].[Na+:54]. Product: [Na+:54].[F:52][C:2]([F:1])([F:51])[C:3]1[CH:4]=[C:5]([CH:44]=[C:45]([C:47]([F:48])([F:49])[F:50])[CH:46]=1)[CH2:6][N:7]([CH2:21][C:22]1[CH:27]=[C:26]([C:28]([F:31])([F:30])[F:29])[CH:25]=[C:24]([CH3:32])[C:23]=1[C:33]1[CH:38]=[C:37]([CH:39]([CH3:41])[CH3:40])[CH:36]=[CH:35][C:34]=1[O:42][CH3:43])[C:8]1[N:9]=[CH:10][C:11]([O:14][CH2:15][CH2:16][CH2:17][C:18]([O-:20])=[O:19])=[CH:12][N:13]=1. The catalyst class is: 8. (3) Reactant: Br[C:2]1[CH:7]=[CH:6][C:5]([O:8][CH3:9])=[CH:4][C:3]=1[CH3:10].[Li]CCCC.[O:16]=[C:17]1[N:22]([C:23]([O:25][C:26]([CH3:29])([CH3:28])[CH3:27])=[O:24])[CH2:21][CH2:20][N:19]2[C:30](=[O:33])[CH2:31][CH2:32][C@@H:18]12. Product: [CH3:9][O:8][C:5]1[CH:6]=[CH:7][C:2]([C:17]([C@@H:18]2[CH2:32][CH2:31][C:30](=[O:33])[N:19]2[CH2:20][CH2:21][NH:22][C:23](=[O:24])[O:25][C:26]([CH3:28])([CH3:27])[CH3:29])=[O:16])=[C:3]([CH3:10])[CH:4]=1. The catalyst class is: 1. (4) Reactant: Cl[C:2]1[CH:7]=[C:6]([N:8]([CH3:15])[C:9]2[CH:10]=[N:11][CH:12]=[N:13][CH:14]=2)[CH:5]=[C:4]([Cl:16])[N:3]=1.[Cl:17][C:18]1[CH:19]=[C:20]([CH:24]=[CH:25][CH:26]=1)[C:21]([NH2:23])=[O:22].CC([O-])(C)C.[Na+].CC1(C)C2C(=C(P(C3C=CC=CC=3)C3C=CC=CC=3)C=CC=2)OC2C(P(C3C=CC=CC=3)C3C=CC=CC=3)=CC=CC1=2. Product: [Cl:17][C:18]1[CH:19]=[C:20]([CH:24]=[CH:25][CH:26]=1)[C:21]([NH:23][C:2]1[CH:7]=[C:6]([N:8]([CH3:15])[C:9]2[CH:10]=[N:11][CH:12]=[N:13][CH:14]=2)[CH:5]=[C:4]([Cl:16])[N:3]=1)=[O:22]. The catalyst class is: 222. (5) Reactant: [CH3:1][O:2][C:3](=[O:12])[CH2:4][CH:5]1[CH2:10][CH2:9][CH2:8][C:7](=[O:11])[CH2:6]1.C(O)C.[BH4-].[Na+]. Product: [CH3:1][O:2][C:3](=[O:12])[CH2:4][CH:5]1[CH2:10][CH2:9][CH2:8][CH:7]([OH:11])[CH2:6]1. The catalyst class is: 1. (6) Reactant: [CH3:1][O:2][C:3]([C:5]1[NH:6][CH:7]=[N:8][CH:9]=1)=[O:4].Br[CH2:11][C:12]1[CH:16]=[C:15]([C:17]2[S:18][C:19]([Cl:22])=[CH:20][CH:21]=2)[O:14][N:13]=1.O. Product: [CH3:1][O:2][C:3]([C:5]1[N:6]([CH2:11][C:12]2[CH:16]=[C:15]([C:17]3[S:18][C:19]([Cl:22])=[CH:20][CH:21]=3)[O:14][N:13]=2)[CH:7]=[N:8][CH:9]=1)=[O:4]. The catalyst class is: 3.